Dataset: Reaction yield outcomes from USPTO patents with 853,638 reactions. Task: Predict the reaction yield, written as a fraction of the theoretical maximum amount of product (1.0 means a 100% yield; for example, 0.34 means a 34% yield). (1) The reactants are [O:1]1[C:5]2[CH:6]=[CH:7][C:8]([CH2:10][C:11]#[N:12])=[CH:9][C:4]=2[O:3]C1.B(Br)(Br)Br.O. The catalyst is C(Cl)Cl. The product is [OH:3][C:4]1[CH:9]=[C:8]([CH2:10][C:11]#[N:12])[CH:7]=[CH:6][C:5]=1[OH:1]. The yield is 0.540. (2) The catalyst is C1COCC1.[NH4+].[Cl-]. The product is [CH3:35][C:36]1([CH3:43])[CH2:41][CH2:40][CH:39]([NH:42][C:12]2[CH:17]=[C:16]([O:18][CH3:19])[CH:15]=[CH:14][C:13]=2[C:20]2[NH:29][C:28](=[O:30])[C:27]3[C:22](=[CH:23][C:24]([O:33][CH3:34])=[CH:25][C:26]=3[O:31][CH3:32])[N:21]=2)[CH2:38][CH2:37]1. The yield is 0.0700. The reactants are C[Si]([N-][Si](C)(C)C)(C)C.[Li+].F[C:12]1[CH:17]=[C:16]([O:18][CH3:19])[CH:15]=[CH:14][C:13]=1[C:20]1[NH:29][C:28](=[O:30])[C:27]2[C:22](=[CH:23][C:24]([O:33][CH3:34])=[CH:25][C:26]=2[O:31][CH3:32])[N:21]=1.[CH3:35][C:36]1([CH3:43])[CH2:41][CH2:40][CH:39]([NH2:42])[CH2:38][CH2:37]1. (3) The reactants are CC1C=CC(S(OS(C2C=CC(C)=CC=2)(=O)=O)(=O)=O)=CC=1.FC(F)(F)C1C=CC=CC=1.[F:32][C:33]1[C:38]([F:39])=[CH:37][CH:36]=[CH:35][C:34]=1[C@@H:40]1[CH2:51][CH2:50][C:49](=[O:52])[C:43]2=[N+:44]([O-])[CH:45]=[CH:46][CH:47]=[C:42]2[CH2:41]1.[CH3:53][C:54]([NH2:57])([CH3:56])[CH3:55]. The catalyst is C(OCC)(=O)C.C(Cl)Cl. The product is [C:54]([NH:57][C:45]1[N:44]=[C:43]2[C:49](=[O:52])[CH2:50][CH2:51][C@@H:40]([C:34]3[CH:35]=[CH:36][CH:37]=[C:38]([F:39])[C:33]=3[F:32])[CH2:41][C:42]2=[CH:47][CH:46]=1)([CH3:56])([CH3:55])[CH3:53]. The yield is 0.380. (4) The reactants are [CH3:1][N:2]1[CH2:7][CH2:6][NH:5][CH2:4][CH2:3]1.C1CN([P+](Br)(N2CCCC2)N2CCCC2)CC1.F[P-](F)(F)(F)(F)F.[C:32]([C:35]1[CH:40]=[CH:39][C:38]([B:41]([OH:43])[OH:42])=[CH:37][CH:36]=1)(O)=[O:33].CCN(C(C)C)C(C)C. The catalyst is CN(C=O)C. The product is [CH3:1][N:2]1[CH2:7][CH2:6][N:5]([C:32]([C:35]2[CH:36]=[CH:37][C:38]([B:41]([OH:43])[OH:42])=[CH:39][CH:40]=2)=[O:33])[CH2:4][CH2:3]1. The yield is 0.400.